Dataset: Full USPTO retrosynthesis dataset with 1.9M reactions from patents (1976-2016). Task: Predict the reactants needed to synthesize the given product. (1) Given the product [N:9]1[CH:10]=[CH:11][CH:12]=[C:7]([C:19]([NH:18][C:13](=[O:17])[O:14][CH2:15][CH3:16])=[S:20])[CH:8]=1, predict the reactants needed to synthesize it. The reactants are: [Li]CCCC.Br[C:7]1[CH:8]=[N:9][CH:10]=[CH:11][CH:12]=1.[C:13]([N:18]=[C:19]=[S:20])(=[O:17])[O:14][CH2:15][CH3:16].[Cl-].[NH4+]. (2) The reactants are: [BrH:1].[Cl:2][C:3]1[CH:8]=[CH:7][C:6]([N:9]2[CH:13]=[C:12]([C:14](=[O:16])[CH3:15])[N:11]=[C:10]2[C:17]2[CH:22]=[CH:21][C:20]([Cl:23])=[CH:19][C:18]=2[Cl:24])=[CH:5][CH:4]=1.BrBr.C(=O)(O)[O-].[Na+]. Given the product [Br:1][CH2:15][C:14]([C:12]1[N:11]=[C:10]([C:17]2[CH:22]=[CH:21][C:20]([Cl:23])=[CH:19][C:18]=2[Cl:24])[N:9]([C:6]2[CH:7]=[CH:8][C:3]([Cl:2])=[CH:4][CH:5]=2)[CH:13]=1)=[O:16], predict the reactants needed to synthesize it. (3) Given the product [Cl:1][C:2]1[C:7]2[CH2:8][CH2:9][S:10](=[O:12])(=[O:11])[C:6]=2[C:5]([CH3:13])=[CH:4][C:3]=1[C:14]([CH:16]1[CH:21]([S:30][C:24]2[CH:29]=[CH:28][CH:27]=[CH:26][CH:25]=2)[CH2:20][CH2:19][CH2:18][C:17]1=[O:23])=[O:15], predict the reactants needed to synthesize it. The reactants are: [Cl:1][C:2]1[C:7]2[CH2:8][CH2:9][S:10](=[O:12])(=[O:11])[C:6]=2[C:5]([CH3:13])=[CH:4][C:3]=1[C:14]([CH:16]1[CH:21](Cl)[CH2:20][CH2:19][CH2:18][C:17]1=[O:23])=[O:15].[C:24]1([SH:30])[CH:29]=[CH:28][CH:27]=[CH:26][CH:25]=1.ClC1C2CCS(=O)(=O)C=2C=CC=1C(C1C(Cl)CCCC1=O)=O.C(S)C. (4) Given the product [C:8]1([N:7]([C:8]2[CH:13]=[CH:12][CH:11]=[CH:10][CH:9]=2)[C:15]2[CH:20]=[CH:19][CH:18]=[CH:17][CH:16]=2)[CH:13]=[CH:12][CH:11]=[CH:10][CH:9]=1, predict the reactants needed to synthesize it. The reactants are: C(=O)([O-])[O-].[Na+].[Na+].[NH2:7][C:8]1[CH:13]=[CH:12][CH:11]=[CH:10][CH:9]=1.I[C:15]1[CH:20]=[CH:19][CH:18]=[CH:17][CH:16]=1. (5) Given the product [CH3:1][NH:2][C:3]1[CH:8]=[CH:7][CH:6]=[CH:5][C:4]=1[O:9][CH2:12][CH2:11][C:10]#[N:13], predict the reactants needed to synthesize it. The reactants are: [CH3:1][NH:2][C:3]1[CH:8]=[CH:7][CH:6]=[CH:5][C:4]=1[OH:9].[C:10](#[N:13])[CH:11]=[CH2:12]. (6) The reactants are: [CH:1]1([C:4]2[C:5]([N:25]([S:33]([CH3:36])(=[O:35])=[O:34])[CH2:26][CH2:27][CH2:28]/[C:29](=[N:31]/[OH:32])/[NH2:30])=[CH:6][C:7]3[O:11][C:10]([C:12]4[CH:17]=[CH:16][C:15]([F:18])=[CH:14][CH:13]=4)=[C:9]([C:19]4[NH:20][CH:21]=[CH:22][N:23]=4)[C:8]=3[CH:24]=2)[CH2:3][CH2:2]1.[C:37](N1C=CN=C1)(N1C=CN=C1)=[S:38].N12CCCN=C1CCCCC2.Cl. Given the product [CH:1]1([C:4]2[C:5]([N:25]([CH2:26][CH2:27][CH2:28][C:29]3[NH:30][C:37](=[S:38])[O:32][N:31]=3)[S:33]([CH3:36])(=[O:35])=[O:34])=[CH:6][C:7]3[O:11][C:10]([C:12]4[CH:17]=[CH:16][C:15]([F:18])=[CH:14][CH:13]=4)=[C:9]([C:19]4[NH:20][CH:21]=[CH:22][N:23]=4)[C:8]=3[CH:24]=2)[CH2:3][CH2:2]1, predict the reactants needed to synthesize it. (7) Given the product [C:22]([C:24]1[CH:29]=[CH:28][C:27]([C:2]2[CH:3]=[C:4]3[C:9](=[CH:10][CH:11]=2)[N:8]=[CH:7][CH:6]=[C:5]3[S:12][C:13]2([C:17]([O:19][CH2:20][CH3:21])=[O:18])[CH2:16][CH2:15][CH2:14]2)=[CH:26][CH:25]=1)#[N:23], predict the reactants needed to synthesize it. The reactants are: Br[C:2]1[CH:3]=[C:4]2[C:9](=[CH:10][CH:11]=1)[N:8]=[CH:7][CH:6]=[C:5]2[S:12][C:13]1([C:17]([O:19][CH2:20][CH3:21])=[O:18])[CH2:16][CH2:15][CH2:14]1.[C:22]([C:24]1[CH:29]=[CH:28][C:27](B(O)O)=[CH:26][CH:25]=1)#[N:23].C(=O)([O-])[O-].[Na+].[Na+].O1CCOCC1.